This data is from Catalyst prediction with 721,799 reactions and 888 catalyst types from USPTO. The task is: Predict which catalyst facilitates the given reaction. (1) Product: [CH3:27][NH:26][C:24]([C:23]1[CH:28]=[CH:29][C:20]([NH:19][C:12](=[O:14])[C:11]2[CH:15]=[CH:16][CH:17]=[C:9]([B:4]3[O:5][C:6]([CH3:7])([CH3:8])[C:2]([CH3:1])([CH3:18])[O:3]3)[CH:10]=2)=[CH:21][CH:22]=1)=[O:25]. The catalyst class is: 3. Reactant: [CH3:1][C:2]1([CH3:18])[C:6]([CH3:8])([CH3:7])[O:5][B:4]([C:9]2[CH:10]=[C:11]([CH:15]=[CH:16][CH:17]=2)[C:12]([OH:14])=O)[O:3]1.[NH2:19][C:20]1[CH:29]=[CH:28][C:23]([C:24]([NH:26][CH3:27])=[O:25])=[CH:22][CH:21]=1.CN(C(ON1N=NC2C=CC=NC1=2)=[N+](C)C)C.F[P-](F)(F)(F)(F)F.CCN(C(C)C)C(C)C. (2) Reactant: CN([CH:9]=[O:10])C1C=CC=CC=1.O=P(Cl)(Cl)Cl.[CH2:16]([O:18][C:19]([C:21]1[NH:22][C:23]2[C:28]([CH:29]=1)=[CH:27][CH:26]=[CH:25][CH:24]=2)=[O:20])[CH3:17].CC([O-])=O.[Na+]. Product: [CH2:16]([O:18][C:19]([C:21]1[NH:22][C:23]2[C:28]([C:29]=1[CH:9]=[O:10])=[CH:27][CH:26]=[CH:25][CH:24]=2)=[O:20])[CH3:17]. The catalyst class is: 26. (3) Reactant: [C:1]([CH2:3][C:4]1[CH:18]=[CH:17][C:7]([CH2:8][CH:9]([C:14](=O)[CH3:15])[C:10](OC)=[O:11])=[CH:6][CH:5]=1)#[N:2].C(=O)(O)O.[NH2:23][C:24]([NH2:26])=[NH:25].C(O)(=O)C. Product: [NH2:26][C:24]1[N:25]=[C:10]([OH:11])[C:9]([CH2:8][C:7]2[CH:17]=[CH:18][C:4]([CH2:3][C:1]#[N:2])=[CH:5][CH:6]=2)=[C:14]([CH3:15])[N:23]=1. The catalyst class is: 24. (4) Reactant: [F:1][C:2]1[CH:11]=[CH:10][C:9]([NH2:12])=[C:8]2[C:3]=1[CH2:4][CH2:5][CH2:6][NH:7]2.FC1C=CC(N)=C2C=1C=CC=N2.[C:25]([O:29][C:30]([NH:32][C@@H:33]([CH3:37])[C:34](O)=[O:35])=[O:31])([CH3:28])([CH3:27])[CH3:26].C1C=NC2N(O)N=NC=2C=1.CCN=C=NCCCN(C)C.Cl. Product: [C:25]([O:29][C:30](=[O:31])[NH:32][C@H:33]([C:34](=[O:35])[NH:12][C:9]1[CH:10]=[CH:11][C:2]([F:1])=[C:3]2[C:8]=1[NH:7][CH2:6][CH2:5][CH2:4]2)[CH3:37])([CH3:26])([CH3:27])[CH3:28]. The catalyst class is: 2. (5) Reactant: [C:1]([NH:4][C:5]1[S:6][C:7]([C:11]2[S:15][C:14]([S:16](Cl)(=[O:18])=[O:17])=[CH:13][CH:12]=2)=[C:8]([CH3:10])[N:9]=1)(=[O:3])[CH3:2].[OH:20][CH:21]1[CH2:26][CH2:25][CH2:24][NH:23][CH2:22]1.CCN(C(C)C)C(C)C. Product: [OH:20][CH:21]1[CH2:26][CH2:25][CH2:24][N:23]([S:16]([C:14]2[S:15][C:11]([C:7]3[S:6][C:5]([NH:4][C:1](=[O:3])[CH3:2])=[N:9][C:8]=3[CH3:10])=[CH:12][CH:13]=2)(=[O:18])=[O:17])[CH2:22]1. The catalyst class is: 2. (6) Reactant: Cl.[N+:2]([C:5]1[CH:6]=[C:7]([CH:10]=[CH:11][CH:12]=1)[CH2:8][NH2:9])([O-:4])=[O:3].C(N(CC)CC)C.[C:20]1([N:26]=[C:27]=[O:28])[CH:25]=[CH:24][CH:23]=[CH:22][CH:21]=1. Product: [N+:2]([C:5]1[CH:6]=[C:7]([CH:10]=[CH:11][CH:12]=1)[CH2:8][NH:9][C:27]([NH:26][C:20]1[CH:25]=[CH:24][CH:23]=[CH:22][CH:21]=1)=[O:28])([O-:4])=[O:3]. The catalyst class is: 8. (7) Reactant: [F:1][C:2]1[CH:3]=[C:4]([CH:19]=[CH:20][C:21]=1[NH:22][C:23]([NH:25][C:26]1[CH:31]=[C:30]([CH3:32])[CH:29]=[CH:28][C:27]=1[F:33])=[O:24])[O:5][C:6]1[CH:11]=[CH:10][N:9]=[C:8]2[CH:12]=[C:13]([C:15]([O:17]C)=[O:16])[S:14][C:7]=12.[OH-].[Na+].Cl. Product: [F:1][C:2]1[CH:3]=[C:4]([CH:19]=[CH:20][C:21]=1[NH:22][C:23]([NH:25][C:26]1[CH:31]=[C:30]([CH3:32])[CH:29]=[CH:28][C:27]=1[F:33])=[O:24])[O:5][C:6]1[CH:11]=[CH:10][N:9]=[C:8]2[CH:12]=[C:13]([C:15]([OH:17])=[O:16])[S:14][C:7]=12. The catalyst class is: 20. (8) Reactant: [Br:1][C:2]1[CH:7]=[CH:6][C:5]([CH:8]([OH:21])[CH2:9][N:10]([CH2:18][CH2:19]O)[C:11](=[O:17])[O:12][C:13]([CH3:16])([CH3:15])[CH3:14])=[C:4]([F:22])[CH:3]=1.C(N(CC)CC)C.CS(Cl)(=O)=O. Product: [Br:1][C:2]1[CH:7]=[CH:6][C:5]([CH:8]2[O:21][CH2:19][CH2:18][N:10]([C:11]([O:12][C:13]([CH3:16])([CH3:15])[CH3:14])=[O:17])[CH2:9]2)=[C:4]([F:22])[CH:3]=1. The catalyst class is: 1. (9) Reactant: [In].[Cl-].[In+3].[Cl-].[Cl-].[Cl-].[Li+].[CH2:8](N(C)C)[CH2:9][CH2:10][CH3:11].C(OCC=C[CH2:22][C:23]([CH2:34][C:35]1C(I)=[CH:37][C:38]2[C:43]([CH:44]=1)=[CH:42][CH:41]=[CH:40][CH:39]=2)([C:29]([O:31][CH2:32][CH3:33])=[O:30])[C:24]([O:26][CH2:27][CH3:28])=[O:25])(=O)C. Product: [CH:10]([CH:9]1[C:8]2[C:35](=[CH:44][C:43]3[C:38]([CH:37]=2)=[CH:39][CH:40]=[CH:41][CH:42]=3)[CH2:34][C:23]([C:29]([O:31][CH2:32][CH3:33])=[O:30])([C:24]([O:26][CH2:27][CH3:28])=[O:25])[CH2:22]1)=[CH2:11]. The catalyst class is: 128.